This data is from Reaction yield outcomes from USPTO patents with 853,638 reactions. The task is: Predict the reaction yield, written as a fraction of the theoretical maximum amount of product (1.0 means a 100% yield; for example, 0.34 means a 34% yield). (1) The reactants are [Br:1][C:2]1[C:3]([CH3:16])=[C:4]([C:8](O)=[C:9]([C:11]([CH3:14])([CH3:13])[CH3:12])[CH:10]=1)[C:5]([OH:7])=[O:6].[C:17](=O)([O-])[O-].[K+].[K+].CI.CN(C)[CH:27]=[O:28]. No catalyst specified. The product is [Br:1][C:2]1[C:3]([CH3:16])=[C:4]([C:8]([O:28][CH3:27])=[C:9]([C:11]([CH3:14])([CH3:13])[CH3:12])[CH:10]=1)[C:5]([O:7][CH3:17])=[O:6]. The yield is 0.880. (2) The reactants are C(NC(=O)NC1C=CC(C2N=C(N3CCOC[C@@H]3C)C3CCN(C(OC(C)(C)C)=O)CC=3N=2)=CC=1)C.Cl[C:38]1[N:39]=[C:40]([N:52]2[CH2:57][CH2:56][O:55][CH2:54][C@@H:53]2[CH3:58])[C:41]2[CH2:46][N:45]([C:47]([O:49][CH2:50][CH3:51])=[O:48])[CH2:44][C:42]=2[N:43]=1.[OH:59][CH2:60][C:61]1[CH:66]=[CH:65][C:64]([NH:67][C:68]([NH:70][C:71]2[CH:76]=[CH:75][C:74](B3OC(C)(C)C(C)(C)O3)=[CH:73][CH:72]=2)=[O:69])=[CH:63][CH:62]=1. The catalyst is C1C=CC(P(C2C=CC=CC=2)[C-]2C=CC=C2)=CC=1.C1C=CC(P(C2C=CC=CC=2)[C-]2C=CC=C2)=CC=1.Cl[Pd]Cl.[Fe+2]. The product is [OH:59][CH2:60][C:61]1[CH:62]=[CH:63][C:64]([NH:67][C:68](=[O:69])[NH:70][C:71]2[CH:72]=[CH:73][C:74]([C:38]3[N:39]=[C:40]([N:52]4[CH2:57][CH2:56][O:55][CH2:54][C@@H:53]4[CH3:58])[C:41]4[CH2:46][N:45]([C:47]([O:49][CH2:50][CH3:51])=[O:48])[CH2:44][C:42]=4[N:43]=3)=[CH:75][CH:76]=2)=[CH:65][CH:66]=1. The yield is 0.410. (3) The reactants are C[O:2][C:3]([C:5]1[S:6][CH:7]=[CH:8][C:9]=1[S:10](=[O:22])(=[O:21])[N:11]([CH2:18][O:19][CH3:20])[C:12]1[CH:17]=[CH:16][CH:15]=[CH:14][CH:13]=1)=[O:4].[OH-].[Na+]. The catalyst is CO.O. The product is [CH3:20][O:19][CH2:18][N:11]([C:12]1[CH:17]=[CH:16][CH:15]=[CH:14][CH:13]=1)[S:10]([C:9]1[CH:8]=[CH:7][S:6][C:5]=1[C:3]([OH:4])=[O:2])(=[O:22])=[O:21]. The yield is 0.790. (4) The reactants are [CH3:1][CH:2]1[C:11](=O)[N:10]2[CH:13]3[CH2:18][CH2:17][N:16]([C:19]([O:21][CH2:22][CH3:23])=[O:20])[CH2:15][CH:14]3[C:8]3[C:9]2=[C:4]([CH:5]=[CH:6][CH:7]=3)[N:3]1[C:24]([O:26][CH2:27][CH3:28])=[O:25].Cl. The catalyst is C1COCC1.O. The product is [CH3:1][CH:2]1[CH2:11][N:10]2[CH:13]3[CH2:18][CH2:17][N:16]([C:19]([O:21][CH2:22][CH3:23])=[O:20])[CH2:15][CH:14]3[C:8]3[C:9]2=[C:4]([CH:5]=[CH:6][CH:7]=3)[N:3]1[C:24]([O:26][CH2:27][CH3:28])=[O:25]. The yield is 0.690. (5) The reactants are [NH2:1][C:2]1[N:7]=[N:6][C:5]([N:8]2[CH2:13][CH2:12][N:11]([C:14]([C:16]3[CH:21]=[CH:20][CH:19]=[CH:18][C:17]=3[C:22]([F:25])([F:24])[F:23])=[O:15])[CH2:10][CH2:9]2)=[CH:4][CH:3]=1.Cl[C:27]([O:29][CH2:30][CH2:31][CH2:32][CH3:33])=[O:28].C(N(CC)CC)C. The catalyst is ClCCl. The product is [CH2:30]([O:29][C:27](=[O:28])[NH:1][C:2]1[N:7]=[N:6][C:5]([N:8]2[CH2:9][CH2:10][N:11]([C:14](=[O:15])[C:16]3[CH:21]=[CH:20][CH:19]=[CH:18][C:17]=3[C:22]([F:25])([F:24])[F:23])[CH2:12][CH2:13]2)=[CH:4][CH:3]=1)[CH2:31][CH2:32][CH3:33]. The yield is 0.740. (6) The yield is 0.910. The product is [CH:1]([O:8][C:9]1([C:12]2[CH:17]=[CH:16][C:15]([C:18]#[C:19][Si:33]([CH3:35])([CH3:34])[CH3:32])=[CH:14][C:13]=2[CH3:31])[CH2:10][CH2:11]1)([CH3:2])[CH3:38]. The reactants are [CH2:1]([O:8][C:9]1([C:12]2[CH:17]=[CH:16][C:15]([C:18]#[C:19]C3C=CC(C(OCC)=O)=CC=3)=[CH:14][C:13]=2[CH3:31])[CH2:11][CH2:10]1)[C:2]1C=CC=CC=1.[CH3:32][Si:33](C#C)([CH3:35])[CH3:34].[CH2:38](N(CC)CC)C. The catalyst is [Cu]I.Cl[Pd](Cl)([P](C1C=CC=CC=1)(C1C=CC=CC=1)C1C=CC=CC=1)[P](C1C=CC=CC=1)(C1C=CC=CC=1)C1C=CC=CC=1. (7) The reactants are [NH2:1][C:2]1[N:7]=[C:6]([C:8]2[O:9][CH:10]=[CH:11][CH:12]=2)[N:5]=[C:4](O)[CH:3]=1.[C:14]([O:18]C(=O)CC)(=O)[CH2:15][CH3:16].P(Cl)(Cl)([Cl:25])=O. No catalyst specified. The product is [Cl:25][C:4]1[N:5]=[C:6]([C:8]2[O:9][CH:10]=[CH:11][CH:12]=2)[N:7]=[C:2]([NH:1][C:14](=[O:18])[CH2:15][CH3:16])[CH:3]=1. The yield is 0.800. (8) The product is [CH3:1][O:2][C:3]([C:4]1[CH:9]=[CH:8][C:7]2[N:6]([CH:12]=[N:11][CH:10]=2)[C:5]=1[NH:14][C:15]1[CH:20]=[CH:19][C:18]([I:21])=[CH:17][C:16]=1[F:22])=[O:23]. The reactants are [CH3:1][O:2][C:3](=[O:23])[C:4]1[CH:9]=[CH:8][C:7]([CH2:10][NH:11][CH:12]=O)=[N:6][C:5]=1[NH:14][C:15]1[CH:20]=[CH:19][C:18]([I:21])=[CH:17][C:16]=1[F:22].O(Cl)Cl.[P+5]. The yield is 0.500. The catalyst is C1(C)C=CC=CC=1.